This data is from Forward reaction prediction with 1.9M reactions from USPTO patents (1976-2016). The task is: Predict the product of the given reaction. (1) The product is: [CH2:1]([O:3][C:4]([C@@H:5]1[C@H:19]([C:18]2[CH:25]=[CH:26][CH:27]=[CH:28][C:17]=2[F:16])[C@H:6]1[C:7]1[CH:8]=[N:9][C:10]([Cl:13])=[CH:11][CH:12]=1)=[O:14])[CH3:2]. Given the reactants [CH2:1]([O:3][C:4](=[O:14])/[CH:5]=[CH:6]/[C:7]1[CH:8]=[N:9][C:10]([Cl:13])=[CH:11][CH:12]=1)[CH3:2].[Br-].[F:16][C:17]1[CH:28]=[CH:27][CH:26]=[CH:25][C:18]=1[CH2:19][S+]1CCCC1, predict the reaction product. (2) Given the reactants [Cl:1][C:2]1[CH:3]=[C:4]([C:8](=O)[CH2:9][C:10](=O)[C:11]([F:14])([F:13])[F:12])[CH:5]=[CH:6][CH:7]=1.CC(C1C=CC=C(Cl)C=1)=O.[NH2:27][C:28]1[N:29]=[CH:30][NH:31][C:32]=1[C:33]#[N:34], predict the reaction product. The product is: [Cl:1][C:2]1[CH:3]=[C:4]([C:8]2[CH:9]=[C:10]([C:11]([F:14])([F:13])[F:12])[N:29]3[CH:30]=[N:31][C:32]([C:33]#[N:34])=[C:28]3[N:27]=2)[CH:5]=[CH:6][CH:7]=1. (3) Given the reactants [F:1][C:2]1[CH:7]=[CH:6][C:5]([S:8]([C:11]2[C:12]([CH:24]([CH3:26])[CH3:25])=[CH:13][C:14]([CH:21]([CH3:23])[CH3:22])=[C:15]([S:17](Cl)(=[O:19])=[O:18])[CH:16]=2)(=[O:10])=[O:9])=[CH:4][CH:3]=1.[CH2:27]([NH2:35])[CH2:28][C:29]1[CH:34]=[CH:33][CH:32]=[CH:31][CH:30]=1, predict the reaction product. The product is: [F:1][C:2]1[CH:7]=[CH:6][C:5]([S:8]([C:11]2[C:12]([CH:24]([CH3:26])[CH3:25])=[CH:13][C:14]([CH:21]([CH3:23])[CH3:22])=[C:15]([S:17]([NH:35][CH2:27][CH2:28][C:29]3[CH:34]=[CH:33][CH:32]=[CH:31][CH:30]=3)(=[O:19])=[O:18])[CH:16]=2)(=[O:10])=[O:9])=[CH:4][CH:3]=1. (4) Given the reactants [C:1]([N:8]1[CH:12]=[CH:11][N:10]=[CH:9]1)(N1C=CN=C1)=[O:2].[F:13][C:14]([F:20])([F:19])[C:15]([CH3:18])([OH:17])[CH3:16].O, predict the reaction product. The product is: [F:13][C:14]([F:20])([F:19])[C:15]([O:17][C:1]([N:8]1[CH:12]=[CH:11][N:10]=[CH:9]1)=[O:2])([CH3:18])[CH3:16]. (5) Given the reactants [Cl:1][C:2]1[CH:9]=[CH:8][CH:7]=[CH:6][C:3]=1[NH:4][CH3:5].F[C:11]1[CH:18]=[CH:17][C:14]([C:15]#[N:16])=[CH:13][CH:12]=1, predict the reaction product. The product is: [NH2:16][CH2:15][C:14]1[CH:17]=[CH:18][C:11]([N:4]([CH3:5])[C:3]2[CH:6]=[CH:7][CH:8]=[CH:9][C:2]=2[Cl:1])=[CH:12][CH:13]=1. (6) Given the reactants [Cl:1][C:2]1[CH:7]=[C:6]([CH3:8])[CH:5]=[C:4]([CH3:9])[C:3]=1[N:10]1[CH2:15][CH2:14][CH2:13][C:12]2=[C:16]([NH2:20])[N:17]([CH3:19])[N:18]=[C:11]12.C(N(CC)CC)C.[C:28](Cl)(=[O:31])[CH2:29][CH3:30].C(O)(=O)CC(CC(O)=O)(C(O)=O)O, predict the reaction product. The product is: [Cl:1][C:2]1[CH:7]=[C:6]([CH3:8])[CH:5]=[C:4]([CH3:9])[C:3]=1[N:10]1[CH2:15][CH2:14][CH2:13][C:12]2=[C:16]([NH:20][C:28](=[O:31])[CH2:29][CH3:30])[N:17]([CH3:19])[N:18]=[C:11]12. (7) The product is: [CH3:28][C:29]([CH3:45])([CH3:44])[CH2:30][O:31][S:32]([C:35]1[CH:36]=[CH:37][CH:38]=[C:39]([C:2]2[CH:7]=[C:6]([C:8]3[N:13]=[C:12]([C:14]([F:17])([F:16])[F:15])[CH:11]=[C:10]([C:18]4[CH:23]=[CH:22][C:21]([C:24]([F:27])([F:26])[F:25])=[CH:20][CH:19]=4)[N:9]=3)[CH:5]=[CH:4][N:3]=2)[CH:40]=1)(=[O:34])=[O:33]. Given the reactants Cl[C:2]1[CH:7]=[C:6]([C:8]2[N:13]=[C:12]([C:14]([F:17])([F:16])[F:15])[CH:11]=[C:10]([C:18]3[CH:23]=[CH:22][C:21]([C:24]([F:27])([F:26])[F:25])=[CH:20][CH:19]=3)[N:9]=2)[CH:5]=[CH:4][N:3]=1.[CH3:28][C:29]([CH3:45])([CH3:44])[CH2:30][O:31][S:32]([C:35]1[CH:36]=[C:37](B(O)O)[CH:38]=[CH:39][CH:40]=1)(=[O:34])=[O:33], predict the reaction product. (8) Given the reactants [F:1][C:2]1[CH:9]=[C:8]([C:10]#[N:11])[CH:7]=[CH:6][C:3]=1[CH:4]=O.C([CH2:15][S:16]([CH2:19][S:20]([CH2:23][C:24](O)=O)(=[O:22])=[O:21])(=[O:18])=[O:17])(O)=O, predict the reaction product. The product is: [F:1][C:2]1[CH:9]=[C:8]([C:10]#[N:11])[CH:7]=[CH:6][C:3]=1/[CH:4]=[CH:15]/[S:16]([CH2:19][S:20](/[CH:23]=[CH:24]/[C:3]1[CH:6]=[CH:7][C:8]([C:10]#[N:11])=[CH:9][C:2]=1[F:1])(=[O:22])=[O:21])(=[O:18])=[O:17]. (9) Given the reactants C(N(CC)CC)C.Cl.Cl.[NH2:10][C@H:11]1[CH:16]2[CH2:17][CH2:18][N:13]([CH2:14][CH2:15]2)[CH2:12]1.[S:19]1[CH:23]=[CH:22][CH:21]=[C:20]1[C:24]1[CH:32]=[CH:31][C:27]([C:28](O)=[O:29])=[CH:26][CH:25]=1.ON1C2C=CC=CC=2N=N1.C(N=C=NC(C)C)(C)C, predict the reaction product. The product is: [N:13]12[CH2:18][CH2:17][CH:16]([CH2:15][CH2:14]1)[C@H:11]([NH:10][C:28](=[O:29])[C:27]1[CH:31]=[CH:32][C:24]([C:20]3[S:19][CH:23]=[CH:22][CH:21]=3)=[CH:25][CH:26]=1)[CH2:12]2. (10) Given the reactants [CH2:1](Br)[C:2]1[CH:7]=[CH:6][CH:5]=[CH:4][CH:3]=1.C(=O)([O-])[O-].[K+].[K+].[OH:15][C:16]1[CH:24]=[C:23]([OH:25])[CH:22]=[CH:21][C:17]=1[C:18]([OH:20])=[O:19], predict the reaction product. The product is: [CH2:1]([O:25][C:23]1[CH:22]=[CH:21][C:17]([C:18]([O:20][CH2:1][C:2]2[CH:7]=[CH:6][CH:5]=[CH:4][CH:3]=2)=[O:19])=[C:16]([OH:15])[CH:24]=1)[C:2]1[CH:7]=[CH:6][CH:5]=[CH:4][CH:3]=1.